From a dataset of Acute oral toxicity (LD50) regression data from Zhu et al.. Regression/Classification. Given a drug SMILES string, predict its toxicity properties. Task type varies by dataset: regression for continuous values (e.g., LD50, hERG inhibition percentage) or binary classification for toxic/non-toxic outcomes (e.g., AMES mutagenicity, cardiotoxicity, hepatotoxicity). Dataset: ld50_zhu. (1) The molecule is CCC(COC(=O)CC(C)=O)(COC(=O)CC(C)=O)COC(=O)CC(C)=O. The rat oral LD50 is 1.11, given as -log10 of the dose in mol/kg body weight (higher means more acutely toxic). (2) The molecule is O=[N+]([O-])CCCO. The rat oral LD50 is 3.13, given as -log10 of the dose in mol/kg body weight (higher means more acutely toxic).